From a dataset of Catalyst prediction with 721,799 reactions and 888 catalyst types from USPTO. Predict which catalyst facilitates the given reaction. Reactant: [Cl-].[CH3:2][O:3]C[P+](C1C=CC=CC=1)(C1C=CC=CC=1)C1C=CC=CC=1.CC(C)([O-])C.[K+].[Br:30][C:31]1[N:36]=[CH:35][C:34]([CH:37]=O)=[CH:33][CH:32]=1.[Cl-].[NH4+]. Product: [Br:30][C:31]1[N:36]=[CH:35][C:34]([CH2:37][CH:2]=[O:3])=[CH:33][CH:32]=1. The catalyst class is: 7.